From a dataset of Reaction yield outcomes from USPTO patents with 853,638 reactions. Predict the reaction yield, written as a fraction of the theoretical maximum amount of product (1.0 means a 100% yield; for example, 0.34 means a 34% yield). (1) The catalyst is CO.O.C(Cl)Cl. The yield is 0.920. The product is [CH:20]1([N:18]([CH3:19])[C:17]([C:15]2[CH:14]=[CH:13][C:12]3[N:8]([CH2:7][CH2:6][CH2:5][C:4]([OH:35])=[O:3])[C:9]([NH:27][C:28]([C:30]4[S:31][CH:32]=[CH:33][CH:34]=4)=[O:29])=[N:10][C:11]=3[CH:16]=2)=[O:26])[CH2:25][CH2:24][CH2:23][CH2:22][CH2:21]1. The reactants are C([O:3][C:4](=[O:35])[CH2:5][CH2:6][CH2:7][N:8]1[C:12]2[CH:13]=[CH:14][C:15]([C:17](=[O:26])[N:18]([CH:20]3[CH2:25][CH2:24][CH2:23][CH2:22][CH2:21]3)[CH3:19])=[CH:16][C:11]=2[N:10]=[C:9]1[NH:27][C:28]([C:30]1[S:31][CH:32]=[CH:33][CH:34]=1)=[O:29])C.[OH-].[Na+].Cl. (2) The reactants are [F:1][CH:2]([F:30])[O:3][C:4]1[CH:5]=[N:6][C:7]([NH:10][C:11]2[CH:16]=[CH:15][C:14]([C@H:17]3[O:22][CH2:21][CH2:20][N:19](C(OC(C)(C)C)=O)[CH2:18]3)=[CH:13][CH:12]=2)=[N:8][CH:9]=1.C(#N)C.O.FC(F)(F)C(O)=O. The catalyst is CCOC(C)=O.C1COCC1. The product is [F:30][CH:2]([F:1])[O:3][C:4]1[CH:5]=[N:6][C:7]([NH:10][C:11]2[CH:16]=[CH:15][C:14]([C@H:17]3[O:22][CH2:21][CH2:20][NH:19][CH2:18]3)=[CH:13][CH:12]=2)=[N:8][CH:9]=1. The yield is 0.700. (3) The reactants are [F:1][C:2]1[CH:7]=[C:6]([S:8]([CH3:11])(=[O:10])=[O:9])[CH:5]=[CH:4][C:3]=1[N:12]1[C:16]2=[N:17][CH:18]=[N:19][C:20](O)=[C:15]2[CH:14]=[N:13]1.O=P(Cl)(Cl)[Cl:24].CN(C)C1C=CC=CC=1. No catalyst specified. The product is [Cl:24][C:20]1[N:19]=[CH:18][N:17]=[C:16]2[N:12]([C:3]3[CH:4]=[CH:5][C:6]([S:8]([CH3:11])(=[O:10])=[O:9])=[CH:7][C:2]=3[F:1])[N:13]=[CH:14][C:15]=12. The yield is 0.950. (4) The reactants are [CH:1](O)([C:8]1[CH:13]=[CH:12][CH:11]=[CH:10][CH:9]=1)[C:2]1[CH:7]=[CH:6][CH:5]=[CH:4][CH:3]=1.N[C:16](N)=[S:17].Br.[NH2+:20]=[C:21](N)[OH:22].[OH-].[K+].ClCC(N)=[O:29].C(O)(=O)C.OO. The catalyst is O1CCCC1.O.O. The product is [CH:5]1[CH:4]=[CH:3][C:2]([CH:1]([S+:17]([O-:29])[CH2:16][C:21]([NH2:20])=[O:22])[C:8]2[CH:13]=[CH:12][CH:11]=[CH:10][CH:9]=2)=[CH:7][CH:6]=1. The yield is 0.804. (5) The reactants are [Cl:1][C:2]1[CH:7]=[CH:6][C:5]([C:8]2OC(=O)[S:10][N:9]=2)=[CH:4][CH:3]=1.[C:14]1([C:20]#[C:21][C:22](=[O:24])[CH3:23])[CH:19]=[CH:18][CH:17]=[CH:16][CH:15]=1.[Cl-].[Al+3].[Cl-].[Cl-].C(=O)([O-])O.[Na+]. The catalyst is ClC1C=CC=CC=1.ClCCl. The product is [Cl:1][C:2]1[CH:7]=[CH:6][C:5]([C:8]2[C:21]([C:22](=[O:24])[CH3:23])=[C:20]([C:14]3[CH:19]=[CH:18][CH:17]=[CH:16][CH:15]=3)[S:10][N:9]=2)=[CH:4][CH:3]=1. The yield is 0.550. (6) The reactants are [OH:1][C@H:2]1[CH2:6][N:5]([C:7]([O:9][C:10]([CH3:13])([CH3:12])[CH3:11])=[O:8])[C@H:4]([CH2:14][OH:15])[CH2:3]1.[CH3:16][C:17]1[CH:22]=[CH:21][C:20]([S:23](Cl)(=[O:25])=[O:24])=[CH:19][CH:18]=1. The catalyst is N1C=CC=CC=1. The product is [S:23]([O:1][C@H:2]1[CH2:6][N:5]([C:7]([O:9][C:10]([CH3:11])([CH3:12])[CH3:13])=[O:8])[C@H:4]([CH2:14][O:15][S:23]([C:20]2[CH:21]=[CH:22][C:17]([CH3:16])=[CH:18][CH:19]=2)(=[O:25])=[O:24])[CH2:3]1)([C:20]1[CH:21]=[CH:22][C:17]([CH3:16])=[CH:18][CH:19]=1)(=[O:25])=[O:24]. The yield is 0.490.